From a dataset of Reaction yield outcomes from USPTO patents with 853,638 reactions. Predict the reaction yield, written as a fraction of the theoretical maximum amount of product (1.0 means a 100% yield; for example, 0.34 means a 34% yield). (1) The reactants are C(=O)([O-])[O-].[Cs+].[Cs+].[CH:7]1([C:10]([C:12]2[CH:17]=[C:16]([CH2:18][CH3:19])[CH:15]=[CH:14][C:13]=2[OH:20])=[O:11])[CH2:9][CH2:8]1.[CH2:21]([O:23][C:24](=[O:45])[C:25]([O:28][C:29]1[CH:34]=[CH:33][C:32]([O:35][CH2:36][CH2:37][CH:38]([O:40]S(C)(=O)=O)[CH3:39])=[CH:31][CH:30]=1)([CH3:27])[CH3:26])[CH3:22].C(OC(=O)CC)C. The catalyst is CN(C=O)C.C(O)C. The product is [CH2:21]([O:23][C:24](=[O:45])[C:25]([O:28][C:29]1[CH:30]=[CH:31][C:32]([O:35][CH2:36][CH2:37][CH:38]([O:20][C:13]2[CH:14]=[CH:15][C:16]([CH2:18][CH3:19])=[CH:17][C:12]=2[C:10]([CH:7]2[CH2:8][CH2:9]2)=[O:11])[CH3:39])=[CH:33][CH:34]=1)([CH3:26])[CH3:27])[CH3:22].[CH:7]1([C:10]([C:12]2[CH:17]=[C:16]([CH2:18][CH3:19])[CH:15]=[CH:14][C:13]=2[O:40][CH:38]([CH3:39])[CH2:37][CH2:36][O:35][C:32]2[CH:31]=[CH:30][C:29]([O:28][C:25]([CH3:26])([CH3:27])[C:24]([OH:23])=[O:45])=[CH:34][CH:33]=2)=[O:11])[CH2:8][CH2:9]1. The yield is 0.430. (2) The reactants are [CH:1]([C:3]1[C:4]([O:19][CH3:20])=[C:5]([CH:16]=[CH:17][CH:18]=1)[O:6][C:7]1[N:14]=[C:13]([CH3:15])[CH:12]=[CH:11][C:8]=1[C:9]#[N:10])=O.CN.[C:23]([BH3-])#[N:24].[Na+].[C:27]([OH:34])(=[O:33])/[CH:28]=[CH:29]/[C:30]([OH:32])=[O:31]. The catalyst is C(O)(=O)C.CO. The product is [C:27]([OH:34])(=[O:33])/[CH:28]=[CH:29]/[C:30]([OH:32])=[O:31].[CH3:20][O:19][C:4]1[C:3]([CH2:1][NH:24][CH3:23])=[CH:18][CH:17]=[CH:16][C:5]=1[O:6][C:7]1[N:14]=[C:13]([CH3:15])[CH:12]=[CH:11][C:8]=1[C:9]#[N:10]. The yield is 0.400.